This data is from Forward reaction prediction with 1.9M reactions from USPTO patents (1976-2016). The task is: Predict the product of the given reaction. Given the reactants [CH2:1]([N:3]1[CH:7]=[C:6]([C:8]2[CH:13]=[CH:12][N:11]=[C:10]3[NH:14][CH:15]=[CH:16][C:9]=23)[C:5]([C:17]2[CH:23]=[CH:22][C:20]([NH2:21])=[CH:19][CH:18]=2)=[N:4]1)[CH3:2].[C:24]1([N:30]=[C:31]=[O:32])[CH:29]=[CH:28][CH:27]=[CH:26][CH:25]=1, predict the reaction product. The product is: [CH2:1]([N:3]1[CH:7]=[C:6]([C:8]2[CH:13]=[CH:12][N:11]=[C:10]3[NH:14][CH:15]=[CH:16][C:9]=23)[C:5]([C:17]2[CH:23]=[CH:22][C:20]([NH:21][C:31]([NH:30][C:24]3[CH:29]=[CH:28][CH:27]=[CH:26][CH:25]=3)=[O:32])=[CH:19][CH:18]=2)=[N:4]1)[CH3:2].